This data is from Forward reaction prediction with 1.9M reactions from USPTO patents (1976-2016). The task is: Predict the product of the given reaction. (1) Given the reactants N(OC(C)(C)C)=O.N[C:9]1[CH:14]=[CH:13][CH:12]=[CH:11][C:10]=1[S:15]([NH:18][C:19]1[CH:20]=[CH:21][CH:22]=[C:23]2[C:28]=1[N:27]=[CH:26][CH:25]=[C:24]2[O:29][CH3:30])(=[O:17])=[O:16], predict the reaction product. The product is: [CH3:30][O:29][C:24]1[C:23]2[C:28](=[C:19]3[C:20](=[CH:21][CH:22]=2)[C:11]2[C:10](=[CH:9][CH:14]=[CH:13][CH:12]=2)[S:15](=[O:17])(=[O:16])[NH:18]3)[N:27]=[CH:26][CH:25]=1. (2) The product is: [C:37]([O:36][C:34]([NH:33][C@@H:10]([CH2:11][CH2:12][C:13]1[N:17]([CH2:18][C:19]2[CH:20]=[CH:21][C:22]([C:25]([CH3:27])([CH3:26])[CH3:28])=[CH:23][CH:24]=2)[C:16]2[CH:29]=[CH:30][CH:31]=[CH:32][C:15]=2[N:14]=1)[C:9]([OH:41])=[O:8])=[O:35])([CH3:38])([CH3:39])[CH3:40]. Given the reactants C([O:8][C:9](=[O:41])[C@@H:10]([NH:33][C:34]([O:36][C:37]([CH3:40])([CH3:39])[CH3:38])=[O:35])[CH2:11][CH2:12][C:13]1[N:17]([CH2:18][C:19]2[CH:24]=[CH:23][C:22]([C:25]([CH3:28])([CH3:27])[CH3:26])=[CH:21][CH:20]=2)[C:16]2[CH:29]=[CH:30][CH:31]=[CH:32][C:15]=2[N:14]=1)C1C=CC=CC=1.[OH-].[Na+], predict the reaction product.